Dataset: Forward reaction prediction with 1.9M reactions from USPTO patents (1976-2016). Task: Predict the product of the given reaction. (1) Given the reactants C(OC([N:8]1[CH2:13][CH2:12][C:11](OCC)(OCC)[CH:10]([NH:20][C:21]([C:23]2[C:31]3[C:26](=[CH:27][C:28]([C:32]4[CH:37]=[C:36]([F:38])[C:35]([O:39]COCC[Si](C)(C)C)=[CH:34][C:33]=4[CH2:48][CH3:49])=[CH:29][CH:30]=3)[N:25](C3CCCCO3)[N:24]=2)=[NH:22])[CH2:9]1)=O)(C)(C)C.[ClH:56], predict the reaction product. The product is: [ClH:56].[ClH:56].[CH2:48]([C:33]1[C:32]([C:28]2[CH:27]=[C:26]3[C:31]([C:23]([C:21]4[NH:22][C:11]5[CH2:12][CH2:13][NH:8][CH2:9][C:10]=5[N:20]=4)=[N:24][NH:25]3)=[CH:30][CH:29]=2)=[CH:37][C:36]([F:38])=[C:35]([OH:39])[CH:34]=1)[CH3:49]. (2) Given the reactants [C:1]([N:8]1[CH2:11][CH:10]([C:12]([OH:14])=O)[CH2:9]1)([O:3][C:4]([CH3:7])([CH3:6])[CH3:5])=[O:2].CN(C(ON1N=NC2C=CC=NC1=2)=[N+](C)C)C.F[P-](F)(F)(F)(F)F.FC(F)(F)C([O-])=O.[Cl:46][C:47]1[N:51]2[C:52]([CH2:57][C:58]3[CH:59]=[CH:60][C:61]([F:65])=[C:62]([NH3+:64])[CH:63]=3)=[CH:53][NH:54][C:55](=[O:56])[C:50]2=[CH:49][C:48]=1[Cl:66], predict the reaction product. The product is: [Cl:46][C:47]1[N:51]2[C:52]([CH2:57][C:58]3[CH:59]=[CH:60][C:61]([F:65])=[C:62]([NH:64][C:12]([CH:10]4[CH2:9][N:8]([C:1]([O:3][C:4]([CH3:5])([CH3:6])[CH3:7])=[O:2])[CH2:11]4)=[O:14])[CH:63]=3)=[CH:53][NH:54][C:55](=[O:56])[C:50]2=[CH:49][C:48]=1[Cl:66]. (3) Given the reactants C[Si]([N-][Si](C)(C)C)(C)C.[Na+].C1COCC1.[OH:16][C@@H:17]([C@H:19]1[CH2:23][N:22]([C@@H:24]([C:26]2[CH:31]=[CH:30][C:29]([O:32][CH3:33])=[CH:28][CH:27]=2)[CH3:25])[C:21](=[O:34])[CH2:20]1)[CH3:18].[Cl:35][C:36]1[N:41]=[C:40](S(C)(=O)=O)[C:39]2[N:46]([CH2:49][O:50][CH2:51][CH2:52][Si:53]([CH3:56])([CH3:55])[CH3:54])[CH:47]=[N:48][C:38]=2[CH:37]=1, predict the reaction product. The product is: [Cl:35][C:36]1[N:41]=[C:40]([O:16][C@@H:17]([C@H:19]2[CH2:23][N:22]([C@@H:24]([C:26]3[CH:27]=[CH:28][C:29]([O:32][CH3:33])=[CH:30][CH:31]=3)[CH3:25])[C:21](=[O:34])[CH2:20]2)[CH3:18])[C:39]2[N:46]([CH2:49][O:50][CH2:51][CH2:52][Si:53]([CH3:56])([CH3:55])[CH3:54])[CH:47]=[N:48][C:38]=2[CH:37]=1. (4) Given the reactants [F:1][C:2]([F:19])([F:18])[C:3]1[CH:17]=[CH:16][C:6]([CH2:7][O:8][C:9]2[CH:14]=[CH:13][N+:12]([O-])=[CH:11][CH:10]=2)=[CH:5][CH:4]=1.C(OC(=O)C)(=[O:22])C, predict the reaction product. The product is: [F:1][C:2]([F:19])([F:18])[C:3]1[CH:17]=[CH:16][C:6]([CH2:7][O:8][C:9]2[CH:14]=[CH:13][NH:12][C:11](=[O:22])[CH:10]=2)=[CH:5][CH:4]=1.